From a dataset of Forward reaction prediction with 1.9M reactions from USPTO patents (1976-2016). Predict the product of the given reaction. The product is: [CH:16]([C:14]1[N:15]=[C:8]2[C:7]([N:4]3[CH2:3][CH2:2][O:1][CH2:6][CH2:5]3)=[CH:12][CH:11]=[N:10][N:9]2[C:13]=1[C:27]1[CH:28]=[CH:29][C:24]([C:23]([O:22][C:18]([CH3:19])([CH3:20])[CH3:21])=[O:31])=[CH:25][CH:26]=1)=[O:17]. Given the reactants [O:1]1[CH2:6][CH2:5][N:4]([C:7]2[C:8]3[N:9]([CH:13]=[C:14]([CH:16]=[O:17])[N:15]=3)[N:10]=[CH:11][CH:12]=2)[CH2:3][CH2:2]1.[C:18]([O:22][C:23](=[O:31])[C:24]1[CH:29]=[CH:28][C:27](Br)=[CH:26][CH:25]=1)([CH3:21])([CH3:20])[CH3:19].C1(P(C2C=CC=CC=2)C2C=CC=CC=2)C=CC=CC=1.C([O-])(=O)C.[K+], predict the reaction product.